From a dataset of Full USPTO retrosynthesis dataset with 1.9M reactions from patents (1976-2016). Predict the reactants needed to synthesize the given product. (1) Given the product [CH3:11][O:10][C:8]([C:7]1[S:27][C:25]([C:22]2[CH:23]=[CH:24][C:19]([Cl:18])=[CH:20][CH:21]=2)=[N:26][C:6]=1[CH:3]1[CH2:5][CH2:4]1)=[O:9], predict the reactants needed to synthesize it. The reactants are: BrBr.[CH:3]1([C:6](=O)[CH2:7][C:8]([O:10][CH3:11])=[O:9])[CH2:5][CH2:4]1.C([O-])(O)=O.[Na+].[Cl:18][C:19]1[CH:24]=[CH:23][C:22]([C:25](=[S:27])[NH2:26])=[CH:21][CH:20]=1. (2) Given the product [Cl:1][C:2]1[CH:10]=[C:9]2[C:5]([C:6]([CH2:26][C:25]3[CH:28]=[CH:29][CH:30]=[C:23]([Cl:22])[CH:24]=3)([C:12]3[CH:17]=[C:16]([O:18][CH3:19])[N:15]=[C:14]([O:20][CH3:21])[N:13]=3)[C:7](=[O:11])[NH:8]2)=[CH:4][CH:3]=1, predict the reactants needed to synthesize it. The reactants are: [Cl:1][C:2]1[CH:10]=[C:9]2[C:5]([CH:6]([C:12]3[CH:17]=[C:16]([O:18][CH3:19])[N:15]=[C:14]([O:20][CH3:21])[N:13]=3)[C:7](=[O:11])[NH:8]2)=[CH:4][CH:3]=1.[Cl:22][C:23]1[CH:24]=[C:25]([CH:28]=[CH:29][CH:30]=1)[CH2:26]Br.[I-].[K+].C(=O)([O-])[O-].[K+].[K+]. (3) Given the product [CH2:21]([O:20][C:18]([CH2:17][N:9]([CH2:8][CH2:7][S:4]([CH3:3])(=[O:5])=[O:6])[C:10](=[O:15])[C:11]([F:12])([F:14])[F:13])=[O:19])[CH3:22], predict the reactants needed to synthesize it. The reactants are: [H-].[Na+].[CH3:3][S:4]([CH2:7][CH2:8][NH:9][C:10](=[O:15])[C:11]([F:14])([F:13])[F:12])(=[O:6])=[O:5].Br[CH2:17][C:18]([O:20][CH2:21][CH3:22])=[O:19].